Dataset: NCI-60 drug combinations with 297,098 pairs across 59 cell lines. Task: Regression. Given two drug SMILES strings and cell line genomic features, predict the synergy score measuring deviation from expected non-interaction effect. (1) Drug 1: C1CC(C1)(C(=O)O)C(=O)O.[NH2-].[NH2-].[Pt+2]. Drug 2: C(CCl)NC(=O)N(CCCl)N=O. Cell line: MDA-MB-435. Synergy scores: CSS=4.41, Synergy_ZIP=-2.50, Synergy_Bliss=-1.32, Synergy_Loewe=-1.77, Synergy_HSA=-1.63. (2) Drug 2: C1C(C(OC1N2C=C(C(=O)NC2=O)F)CO)O. Drug 1: C1CCC(C1)C(CC#N)N2C=C(C=N2)C3=C4C=CNC4=NC=N3. Synergy scores: CSS=43.8, Synergy_ZIP=-0.432, Synergy_Bliss=-2.39, Synergy_Loewe=-35.5, Synergy_HSA=-1.92. Cell line: U251. (3) Drug 1: CCC1(CC2CC(C3=C(CCN(C2)C1)C4=CC=CC=C4N3)(C5=C(C=C6C(=C5)C78CCN9C7C(C=CC9)(C(C(C8N6C=O)(C(=O)OC)O)OC(=O)C)CC)OC)C(=O)OC)O.OS(=O)(=O)O. Drug 2: C(CC(=O)O)C(=O)CN.Cl. Cell line: SK-MEL-28. Synergy scores: CSS=0.303, Synergy_ZIP=-4.36, Synergy_Bliss=-7.00, Synergy_Loewe=-4.82, Synergy_HSA=-5.33. (4) Drug 1: CC1CCC2CC(C(=CC=CC=CC(CC(C(=O)C(C(C(=CC(C(=O)CC(OC(=O)C3CCCCN3C(=O)C(=O)C1(O2)O)C(C)CC4CCC(C(C4)OC)O)C)C)O)OC)C)C)C)OC. Drug 2: CS(=O)(=O)CCNCC1=CC=C(O1)C2=CC3=C(C=C2)N=CN=C3NC4=CC(=C(C=C4)OCC5=CC(=CC=C5)F)Cl. Cell line: U251. Synergy scores: CSS=5.49, Synergy_ZIP=-0.959, Synergy_Bliss=-2.77, Synergy_Loewe=2.66, Synergy_HSA=-1.57.